This data is from Full USPTO retrosynthesis dataset with 1.9M reactions from patents (1976-2016). The task is: Predict the reactants needed to synthesize the given product. (1) Given the product [CH2:38]([NH:40][C:41]([O:1][C:2]1[CH:3]=[C:4]([C:8]2[C:9]3[CH2:22][CH2:21][N:20]([C:23]4[CH:24]=[CH:25][N:26]=[CH:27][CH:28]=4)[C:10]=3[N:11]=[C:12]([N:14]3[CH2:19][CH2:18][O:17][CH2:16][CH2:15]3)[N:13]=2)[CH:5]=[CH:6][CH:7]=1)=[O:42])[CH3:39], predict the reactants needed to synthesize it. The reactants are: [OH:1][C:2]1[CH:3]=[C:4]([C:8]2[C:9]3[CH2:22][CH2:21][N:20]([C:23]4[CH:28]=[CH:27][N:26]=[CH:25][CH:24]=4)[C:10]=3[N:11]=[C:12]([N:14]3[CH2:19][CH2:18][O:17][CH2:16][CH2:15]3)[N:13]=2)[CH:5]=[CH:6][CH:7]=1.C(N(C(C)C)CC)(C)C.[CH2:38]([N:40]=[C:41]=[O:42])[CH3:39]. (2) The reactants are: [CH3:1][O:2][C:3]1[CH:20]=[C:19]([O:21][CH3:22])[CH:18]=[CH:17][C:4]=1[C:5]([C:7]1[CH:12]=[CH:11][C:10](OCCO)=[CH:9][CH:8]=1)=[O:6].[C:23]([O:26][C:27](=O)[CH3:28])(=[O:25])[CH3:24].C(N(CC)CC)C.O. Given the product [CH3:1][O:2][C:3]1[CH:20]=[C:19]([O:21][CH3:22])[CH:18]=[CH:17][C:4]=1[C:5]([C:7]1[CH:8]=[CH:9][C:10]([CH2:28][CH2:27][O:26][C:23](=[O:25])[CH3:24])=[CH:11][CH:12]=1)=[O:6], predict the reactants needed to synthesize it.